This data is from Forward reaction prediction with 1.9M reactions from USPTO patents (1976-2016). The task is: Predict the product of the given reaction. (1) Given the reactants [N:1]1[C:6]2[NH:7][CH:8]=[CH:9][C:5]=2[CH:4]=[N:3][CH:2]=1.C(OC(=O)[N:16]([C:26]1[CH:31]=[CH:30][C:29]([CH:32]=[O:33])=[CH:28][N:27]=1)[CH2:17][C:18]1[CH:19]=[N:20][C:21]([O:24][CH3:25])=[CH:22][CH:23]=1)(C)(C)C, predict the reaction product. The product is: [CH3:25][O:24][C:21]1[N:20]=[CH:19][C:18]([CH2:17][NH:16][C:26]2[N:27]=[CH:28][C:29]([C:32]([C:9]3[C:5]4[CH:4]=[N:3][CH:2]=[N:1][C:6]=4[NH:7][CH:8]=3)=[O:33])=[CH:30][CH:31]=2)=[CH:23][CH:22]=1. (2) Given the reactants C(O[C:6](=[O:31])[NH:7][CH2:8][C:9]1[CH:14]=[CH:13][C:12]([C:15]2[C:16]3[CH:23]=[C:22]([C:24]4[CH:25]=[N:26][N:27]([CH3:29])[CH:28]=4)[NH:21][C:17]=3[N:18]=[CH:19][N:20]=2)=[CH:11][C:10]=1[F:30])(C)(C)C.C(O)(C(F)(F)F)=O.[C:39]([C:43]1[O:47][N:46]=[C:45](C(O)=O)[CH:44]=1)([CH3:42])([CH3:41])[CH3:40].CCN(C(C)C)C(C)C.CN(C(ON1N=NC2C=CC=NC1=2)=[N+](C)C)C.F[P-](F)(F)(F)(F)F, predict the reaction product. The product is: [F:30][C:10]1[CH:11]=[C:12]([C:15]2[C:16]3[CH:23]=[C:22]([C:24]4[CH:25]=[N:26][N:27]([CH3:29])[CH:28]=4)[NH:21][C:17]=3[N:18]=[CH:19][N:20]=2)[CH:13]=[CH:14][C:9]=1[CH2:8][NH:7][C:6]([C:45]1[CH:44]=[C:43]([C:39]([CH3:42])([CH3:41])[CH3:40])[O:47][N:46]=1)=[O:31]. (3) Given the reactants [NH2:1][C:2]1[CH:10]=[CH:9][CH:8]=[CH:7][C:3]=1[C:4]([NH2:6])=[O:5].C[N:12]1[C:16](=[O:17])CCC1, predict the reaction product. The product is: [NH:1]1[C:2]2[C:3](=[CH:7][CH:8]=[CH:9][CH:10]=2)[C:4](=[O:5])[NH:6][C:16]1=[O:17].[NH2:12][C:4]([NH2:6])=[O:5]. (4) The product is: [CH3:39][O:40][CH2:41][CH2:42][N:43]1[CH2:48][CH2:47][N:46]([CH2:6][CH2:7][C:8]2[CH:13]=[CH:12][C:11]([NH:14][C:15]3[N:24]=[CH:23][C:22]4[CH2:21][CH:20]([C:25]5[CH:30]=[CH:29][CH:28]=[CH:27][C:26]=5[C:31]([F:33])([F:32])[F:34])[C:19]5[CH:35]=[CH:36][CH:37]=[CH:38][C:18]=5[C:17]=4[N:16]=3)=[CH:10][CH:9]=2)[CH2:45][CH2:44]1. Given the reactants CS(O[CH2:6][CH2:7][C:8]1[CH:13]=[CH:12][C:11]([NH:14][C:15]2[N:24]=[CH:23][C:22]3[CH2:21][CH:20]([C:25]4[CH:30]=[CH:29][CH:28]=[CH:27][C:26]=4[C:31]([F:34])([F:33])[F:32])[C:19]4[CH:35]=[CH:36][CH:37]=[CH:38][C:18]=4[C:17]=3[N:16]=2)=[CH:10][CH:9]=1)(=O)=O.[CH3:39][O:40][CH2:41][CH2:42][N:43]1[CH2:48][CH2:47][NH:46][CH2:45][CH2:44]1, predict the reaction product. (5) Given the reactants C([O:4][C:5]12[CH2:17][CH:13]([O:14][C:15]1=[O:16])[C:12]1[CH:7]([O:8][CH2:9][CH2:10][CH:11]=1)[CH2:6]2)(=O)C.[BH4-].[Na+], predict the reaction product. The product is: [OH:16][CH2:15][C@:5]1([OH:4])[CH2:6][C@@H:7]2[C:12](=[CH:11][CH2:10][CH2:9][O:8]2)[C@H:13]([OH:14])[CH2:17]1. (6) Given the reactants [C:1]([C:3]1[N:4]=[CH:5][C:6]([NH:17][C@@H:18]2[CH2:23][CH2:22][O:21][CH2:20][C@@H:19]2[NH:24]C(=O)OC(C)(C)C)=[N:7][C:8]=1[NH:9][C:10]1[CH:15]=[CH:14][C:13]([CH3:16])=[CH:12][CH:11]=1)#[N:2].C(O)(C(F)(F)F)=O, predict the reaction product. The product is: [NH2:24][C@@H:19]1[C@H:18]([NH:17][C:6]2[N:7]=[C:8]([NH:9][C:10]3[CH:15]=[CH:14][C:13]([CH3:16])=[CH:12][CH:11]=3)[C:3]([C:1]#[N:2])=[N:4][CH:5]=2)[CH2:23][CH2:22][O:21][CH2:20]1. (7) Given the reactants [CH3:1][N:2]1[C:6]2[C:7](=[O:25])[N:8]([CH3:24])[C:9]([CH:18]([OH:23])[C:19]([O:21][CH3:22])=[O:20])=[C:10]([C:11]3[CH:16]=[CH:15][C:14]([CH3:17])=[CH:13][CH:12]=3)[C:5]=2[CH:4]=[CH:3]1.C(O[C:30]([CH3:33])([CH3:32])[CH3:31])(=O)C.Cl(O)(=O)(=O)=O, predict the reaction product. The product is: [C:30]([O:23][CH:18]([C:9]1[N:8]([CH3:24])[C:7](=[O:25])[C:6]2[N:2]([CH3:1])[CH:3]=[CH:4][C:5]=2[C:10]=1[C:11]1[CH:12]=[CH:13][C:14]([CH3:17])=[CH:15][CH:16]=1)[C:19]([O:21][CH3:22])=[O:20])([CH3:33])([CH3:32])[CH3:31].